The task is: Predict the product of the given reaction.. This data is from Forward reaction prediction with 1.9M reactions from USPTO patents (1976-2016). (1) The product is: [CH:1]1([S:7]([C:8]2[CH:13]=[CH:12][CH:11]=[C:10]([Br:14])[CH:9]=2)(=[O:23])=[O:26])[CH2:6][CH2:5][CH2:4][CH2:3][CH2:2]1. Given the reactants [CH:1]1([S:7][C:8]2[CH:13]=[CH:12][CH:11]=[C:10]([Br:14])[CH:9]=2)[CH2:6][CH2:5][CH2:4][CH2:3][CH2:2]1.ClC1C=CC=C(C(OO)=[O:23])C=1.[OH2:26], predict the reaction product. (2) Given the reactants [F:1][C:2]1[C:3]([CH2:22][N:23](C)[C:24](=O)OC(C)(C)C)=[CH:4][N:5]([S:14]([C:17]2[O:18][CH:19]=[CH:20][CH:21]=2)(=[O:16])=[O:15])[C:6]=1[C:7]1[C:8]([F:13])=[N:9][CH:10]=[CH:11][CH:12]=1.C(OCC)(=O)C.[ClH:38], predict the reaction product. The product is: [ClH:38].[F:1][C:2]1[C:3]([CH2:22][NH:23][CH3:24])=[CH:4][N:5]([S:14]([C:17]2[O:18][CH:19]=[CH:20][CH:21]=2)(=[O:16])=[O:15])[C:6]=1[C:7]1[C:8]([F:13])=[N:9][CH:10]=[CH:11][CH:12]=1. (3) Given the reactants [CH:1]1([S:4]([NH:7][CH:8]2[CH2:12][CH:11]([C:13]([O:15]CC)=[O:14])[CH:10]([CH3:18])[CH2:9]2)(=[O:6])=[O:5])[CH2:3][CH2:2]1.[OH-].[Na+].Cl, predict the reaction product. The product is: [CH:1]1([S:4]([NH:7][CH:8]2[CH2:12][CH:11]([C:13]([OH:15])=[O:14])[CH:10]([CH3:18])[CH2:9]2)(=[O:6])=[O:5])[CH2:2][CH2:3]1.